Dataset: Reaction yield outcomes from USPTO patents with 853,638 reactions. Task: Predict the reaction yield, written as a fraction of the theoretical maximum amount of product (1.0 means a 100% yield; for example, 0.34 means a 34% yield). (1) The reactants are [C:1]([OH:12])(=[O:11])[C:2]1[CH:10]=[CH:9][C:7]([OH:8])=[C:4]([O:5][CH3:6])[CH:3]=1.[N+:13]([O-])([OH:15])=[O:14]. The catalyst is C(O)(=O)C. The product is [OH:8][C:7]1[C:4]([O:5][CH3:6])=[CH:3][C:2]([C:1]([OH:12])=[O:11])=[CH:10][C:9]=1[N+:13]([O-:15])=[O:14]. The yield is 0.400. (2) The reactants are [NH2:1][C:2]1[NH:7][C:6](=O)[CH:5]=[C:4]([CH2:9][O:10][CH:11]([CH3:13])[CH3:12])[N:3]=1.F[P-](F)(F)(F)(F)F.N1(O[P+](N(C)C)(N(C)C)N(C)C)C2C=CC=CC=2N=N1.C1CCN2C(=NCCC2)CC1.[CH3:52][N:53]1[CH2:58][CH2:57][NH:56][CH2:55][CH2:54]1. The catalyst is C(#N)C. The product is [CH:11]([O:10][CH2:9][C:4]1[CH:5]=[C:6]([N:56]2[CH2:57][CH2:58][N:53]([CH3:52])[CH2:54][CH2:55]2)[N:7]=[C:2]([NH2:1])[N:3]=1)([CH3:13])[CH3:12]. The yield is 0.140. (3) The catalyst is COCCO. The yield is 0.630. The product is [CH3:18][O:19][CH2:20][CH2:21][O:22][C@@H:6]1[C@H:7]([OH:12])[C@@H:8]([CH2:10][OH:11])[O:9][C@H:5]1[N:4]1[CH:3]=[C:2]([CH3:1])[C:16](=[O:17])[NH:15][C:14]1=[O:13]. The reactants are [CH3:1][C:2]1[C:16](=[O:17])[N:15]=[C:14]2[N:4]([C@@H:5]3[O:9][C@H:8]([CH2:10][OH:11])[C@@H:7]([OH:12])[C@@H:6]3[O:13]2)[CH:3]=1.[CH3:18][O:19][CH2:20][CH2:21][O:22]B([O:22][CH2:21][CH2:20][O:19][CH3:18])[O:22][CH2:21][CH2:20][O:19][CH3:18]. (4) The reactants are [F:1][C:2]1[CH:15]=[C:14]([N+:16]([O-:18])=[O:17])[CH:13]=[CH:12][C:3]=1[O:4][C:5]1[N:10]=[CH:9][N:8]=[C:7]([NH2:11])[CH:6]=1.[O:19](C(OC(C)(C)C)=O)[C:20]([O:22][C:23]([CH3:26])([CH3:25])[CH3:24])=O. The catalyst is CN(C1C=CN=CC=1)C.C1COCC1. The yield is 0.260. The product is [F:1][C:2]1[CH:15]=[C:14]([N+:16]([O-:18])=[O:17])[CH:13]=[CH:12][C:3]=1[O:4][C:5]1[N:10]=[CH:9][N:8]=[C:7]([NH:11][C:20](=[O:19])[O:22][C:23]([CH3:26])([CH3:25])[CH3:24])[CH:6]=1.